This data is from Forward reaction prediction with 1.9M reactions from USPTO patents (1976-2016). The task is: Predict the product of the given reaction. (1) Given the reactants [Cl-:1].[Cl-].C([Hf:11]([SiH2]C1C=CC=CC=1)([CH:21]1[C:29]2[C:24](=CC=CC=2)[CH:23]=[CH:22]1)[CH:12]1[C:20]2[C:15](=CC=CC=2)[CH:14]=[CH:13]1)CCCCCCC, predict the reaction product. The product is: [Cl-:1].[Cl-:1].[CH:21]1([Hf+2:11][CH:12]2[CH:20]=[CH:15][CH:14]=[CH:13]2)[CH:22]=[CH:23][CH:24]=[CH:29]1. (2) Given the reactants Cl[C:2]1[CH:7]=[CH:6][C:5]([N+:8]([O-])=O)=[CH:4][N:3]=1.[NH2:11][CH2:12][CH2:13][OH:14], predict the reaction product. The product is: [NH2:8][C:5]1[CH:6]=[CH:7][C:2]([NH:11][CH2:12][CH2:13][OH:14])=[N:3][CH:4]=1. (3) The product is: [CH:1]1([C:7]2[N:8]([CH2:19][CH3:20])[C:9]3[C:14]([CH:15]=2)=[CH:13][C:12]([N+:16]([O-:18])=[O:17])=[CH:11][CH:10]=3)[CH2:2][CH2:3][CH2:4][CH2:5][CH2:6]1. Given the reactants [CH:1]1([C:7]2[NH:8][C:9]3[C:14]([CH:15]=2)=[CH:13][C:12]([N+:16]([O-:18])=[O:17])=[CH:11][CH:10]=3)[CH2:6][CH2:5][CH2:4][CH2:3][CH2:2]1.[CH2:19](I)[CH3:20], predict the reaction product. (4) Given the reactants [Cl:1][C:2]1[CH:3]=[C:4]2[C:9](=[CH:10][CH:11]=1)[CH:8]=[C:7]([S:12]([NH:15][C@H:16]1[CH2:20][CH2:19][N:18]([C@@H:21]([CH3:25])[C:22]([OH:24])=O)[C:17]1=[O:26])(=[O:14])=[O:13])[CH:6]=[CH:5]2.[CH3:27][CH:28]1[O:33][CH2:32][CH2:31][NH:30][CH2:29]1, predict the reaction product. The product is: [Cl:1][C:2]1[CH:3]=[C:4]2[C:9](=[CH:10][CH:11]=1)[CH:8]=[C:7]([S:12]([NH:15][C@H:16]1[CH2:20][CH2:19][N:18]([C@@H:21]([CH3:25])[C:22]([N:30]3[CH2:31][CH2:32][O:33][CH:28]([CH3:27])[CH2:29]3)=[O:24])[C:17]1=[O:26])(=[O:13])=[O:14])[CH:6]=[CH:5]2. (5) Given the reactants [O:1]=[C:2]([C:13]1[O:14][C:15]([C:18]2[CH:23]=[CH:22][CH:21]=[CH:20][N:19]=2)=[CH:16][N:17]=1)[CH2:3][CH2:4][CH2:5][CH2:6][C:7]#[C:8][Si](C)(C)C.I[C:25]1[CH:26]=[C:27]([C:31]([F:34])([F:33])[F:32])[CH:28]=[CH:29][CH:30]=1, predict the reaction product. The product is: [O:1]=[C:2]([C:13]1[O:14][C:15]([C:18]2[CH:23]=[CH:22][CH:21]=[CH:20][N:19]=2)=[CH:16][N:17]=1)[CH2:3][CH2:4][CH2:5][CH2:6][C:7]#[C:8][C:25]1[CH:30]=[CH:29][CH:28]=[C:27]([C:31]([F:34])([F:33])[F:32])[CH:26]=1.